Dataset: Reaction yield outcomes from USPTO patents with 853,638 reactions. Task: Predict the reaction yield, written as a fraction of the theoretical maximum amount of product (1.0 means a 100% yield; for example, 0.34 means a 34% yield). (1) The reactants are [N+:1]([C:4]1[CH:5]=[C:6]2[C:14](=[CH:15][CH:16]=1)[NH:13][C:12]1[C:11](=[O:17])[CH2:10][CH2:9][CH2:8][C:7]2=1)([O-:3])=[O:2].C(O[CH:21](OCC)[N:22]([CH3:24])[CH3:23])C. No catalyst specified. The product is [CH3:21][N:22]([CH:24]=[C:10]1[CH2:9][CH2:8][C:7]2[C:6]3[C:14](=[CH:15][CH:16]=[C:4]([N+:1]([O-:3])=[O:2])[CH:5]=3)[NH:13][C:12]=2[C:11]1=[O:17])[CH3:23]. The yield is 0.720. (2) The reactants are [H-].[Na+].[F:3][C:4]([F:29])([F:28])[C:5]1[C:13]2[CH2:12][CH2:11][CH2:10][CH2:9][C:8]=2[N:7]([C:14]2[CH:19]=[CH:18][C:17]([NH:20][C:21]([N:23]3[CH2:27][CH2:26][CH2:25][CH2:24]3)=[O:22])=[CH:16][CH:15]=2)[N:6]=1.[CH3:30]I. The catalyst is CN(C=O)C. The product is [CH3:30][N:20]([C:17]1[CH:16]=[CH:15][C:14]([N:7]2[C:8]3[CH2:9][CH2:10][CH2:11][CH2:12][C:13]=3[C:5]([C:4]([F:3])([F:28])[F:29])=[N:6]2)=[CH:19][CH:18]=1)[C:21]([N:23]1[CH2:24][CH2:25][CH2:26][CH2:27]1)=[O:22]. The yield is 0.840. (3) The reactants are [NH2:1][C:2]1[CH:11]=[C:10]([O:12][CH3:13])[CH:9]=[C:8]([O:14][CH3:15])[C:3]=1[C:4](OC)=[O:5].C(O)(=O)C.[CH:20](N)=[NH:21]. The catalyst is COCCO. The product is [CH3:15][O:14][C:8]1[CH:9]=[C:10]([O:12][CH3:13])[CH:11]=[C:2]2[C:3]=1[C:4](=[O:5])[NH:21][CH:20]=[N:1]2. The yield is 0.760. (4) The reactants are II.C1COCC1.[CH3:8][O:9][C:10]1[CH:28]=[CH:27][C:13]([CH2:14][O:15][C:16]2[CH:17]=[C:18]3[C:23](=[CH:24][CH:25]=2)[C:22](=[O:26])[CH2:21][CH2:20][CH2:19]3)=[CH:12][CH:11]=1.Br[C:30]([F:37])([F:36])[C:31]([O:33][CH2:34][CH3:35])=[O:32]. The catalyst is [Zn].O. The product is [CH2:34]([O:33][C:31](=[O:32])[C:30]([F:37])([F:36])[C:22]1([OH:26])[C:23]2[C:18](=[CH:17][C:16]([O:15][CH2:14][C:13]3[CH:12]=[CH:11][C:10]([O:9][CH3:8])=[CH:28][CH:27]=3)=[CH:25][CH:24]=2)[CH2:19][CH2:20][CH2:21]1)[CH3:35]. The yield is 0.380. (5) The reactants are CC(C)([O-])C.[Na+].[CH:7]([C:10]1[CH:15]=[CH:14][C:13]([SH:16])=[CH:12][CH:11]=1)([CH3:9])[CH3:8].[CH3:17][O:18][C:19](=[O:35])[C:20]1[CH:25]=[C:24]([S:26](=[O:32])(=[O:31])[NH:27][CH2:28][CH2:29]Br)[CH:23]=[C:22]([CH3:33])[C:21]=1[CH3:34]. The catalyst is O1CCCC1.C(OCC)(=O)C. The product is [CH3:17][O:18][C:19](=[O:35])[C:20]1[CH:25]=[C:24]([S:26](=[O:31])(=[O:32])[NH:27][CH2:28][CH2:29][S:16][C:13]2[CH:14]=[CH:15][C:10]([CH:7]([CH3:9])[CH3:8])=[CH:11][CH:12]=2)[CH:23]=[C:22]([CH3:33])[C:21]=1[CH3:34]. The yield is 0.350.